This data is from Forward reaction prediction with 1.9M reactions from USPTO patents (1976-2016). The task is: Predict the product of the given reaction. (1) The product is: [Cl:1][C:2]1[N:10]=[C:9]2[C:5]([NH:6][CH2:7][N:8]2[C:11]([C:18]2[CH:19]=[CH:20][CH:21]=[CH:22][CH:23]=2)([C:24]2[CH:29]=[CH:28][CH:27]=[CH:26][CH:25]=2)[C:12]2[CH:13]=[CH:14][CH:15]=[CH:16][CH:17]=2)=[C:4]([Cl:30])[N:3]=1. Given the reactants [Cl:1][C:2]1[N:10]=[C:9]2[C:5]([N:6]=[CH:7][N:8]2[C:11]([C:24]2[CH:29]=[CH:28][CH:27]=[CH:26][CH:25]=2)([C:18]2[CH:23]=[CH:22][CH:21]=[CH:20][CH:19]=2)[C:12]2[CH:17]=[CH:16][CH:15]=[CH:14][CH:13]=2)=[C:4]([Cl:30])[N:3]=1.CC(C[AlH]CC(C)C)C, predict the reaction product. (2) Given the reactants F[C:2]1[CH:7]=[CH:6][C:5]([S:8]([N:11]2[CH2:16][CH2:15][O:14][CH2:13][CH2:12]2)(=[O:10])=[O:9])=[CH:4][CH:3]=1.C(=O)([O-])[O-].[Cs+].[Cs+].C(=O)(O)O.[NH2:27][C:28]([NH2:30])=[NH:29], predict the reaction product. The product is: [N:11]1([S:8]([C:5]2[CH:6]=[CH:7][C:2]([NH:29][C:28]([NH2:30])=[NH:27])=[CH:3][CH:4]=2)(=[O:10])=[O:9])[CH2:16][CH2:15][O:14][CH2:13][CH2:12]1. (3) Given the reactants [CH3:1][N:2]([CH2:16][CH2:17][NH:18][CH3:19])[S:3]([C:6]1[CH:11]=[CH:10][C:9]([O:12][CH3:13])=[C:8]([O:14][CH3:15])[CH:7]=1)(=[O:5])=[O:4].CCN(C(C)C)C(C)C.[CH2:29]([C:31]1[CH:32]=[C:33]([S:39](Cl)(=[O:41])=[O:40])[CH:34]=[CH:35][C:36]=1[O:37][CH3:38])[CH3:30], predict the reaction product. The product is: [CH3:15][O:14][C:8]1[CH:7]=[C:6]([S:3]([N:2]([CH3:1])[CH2:16][CH2:17][N:18]([CH3:19])[S:39]([C:33]2[CH:34]=[CH:35][C:36]([O:37][CH3:38])=[C:31]([CH2:29][CH3:30])[CH:32]=2)(=[O:41])=[O:40])(=[O:4])=[O:5])[CH:11]=[CH:10][C:9]=1[O:12][CH3:13]. (4) The product is: [Cl:1][C:2]1[CH:7]=[CH:6][CH:5]=[C:4]([Cl:8])[C:3]=1[CH2:9][C:22]([O:15][CH2:16][CH3:19])=[O:24]. Given the reactants [Cl:1][C:2]1[CH:7]=[CH:6][CH:5]=[C:4]([Cl:8])[C:3]=1[CH3:9].C(O[O:15][C:16]([CH3:19])(C)C)(C)(C)C.[C]=O.[CH2:22]([OH:24])C, predict the reaction product.